This data is from Full USPTO retrosynthesis dataset with 1.9M reactions from patents (1976-2016). The task is: Predict the reactants needed to synthesize the given product. (1) Given the product [C:9]([O:13][C:14](=[O:17])[CH2:15][O:7][C@H:3]1[CH2:4][CH2:5][CH2:6][C@@H:1]([OH:8])[CH2:2]1)([CH3:12])([CH3:11])[CH3:10], predict the reactants needed to synthesize it. The reactants are: [C@H:1]1([OH:8])[CH2:6][CH2:5][CH2:4][C@H:3]([OH:7])[CH2:2]1.[C:9]([O:13][C:14](=[O:17])[CH2:15]Br)([CH3:12])([CH3:11])[CH3:10]. (2) Given the product [CH3:7][N:4]1[CH:3]2[CH:2]([N:1]=[C:11]([OH:12])[N:10]=[C:8]2[OH:9])[CH:6]=[N:5]1, predict the reactants needed to synthesize it. The reactants are: [NH2:1][C:2]1[CH:6]=[N:5][N:4]([CH3:7])[C:3]=1[C:8]([NH2:10])=[O:9].[C:11](N1C=CN=C1)(N1C=CN=C1)=[O:12]. (3) The reactants are: [CH3:1][O:2][N:3]=C1C2C=CN=NC=2OC1.[CH3:13][C:14]1[CH:19]=[CH:18][N:17]=[C:16]2[O:20][CH2:21][C:22](=O)[C:15]=12. Given the product [CH3:1][O:2][N:3]=[C:22]1[C:15]2[C:16](=[N:17][CH:18]=[CH:19][C:14]=2[CH3:13])[O:20][CH2:21]1, predict the reactants needed to synthesize it. (4) Given the product [Cl:26][C:27]1[CH:32]=[C:31]([C:2]2[CH:3]=[C:4]3[C:9](=[CH:10][CH:11]=2)[N:8]=[CH:7][C:6]([C:12]([CH:14]2[CH2:15][CH2:16]2)=[O:13])=[C:5]3[NH:17][CH2:18][CH:19]2[CH2:20][CH2:21][N:22]([CH3:25])[CH2:23][CH2:24]2)[CH:30]=[C:29]([F:42])[C:28]=1[OH:43], predict the reactants needed to synthesize it. The reactants are: Br[C:2]1[CH:3]=[C:4]2[C:9](=[CH:10][CH:11]=1)[N:8]=[CH:7][C:6]([C:12]([CH:14]1[CH2:16][CH2:15]1)=[O:13])=[C:5]2[NH:17][CH2:18][CH:19]1[CH2:24][CH2:23][N:22]([CH3:25])[CH2:21][CH2:20]1.[Cl:26][C:27]1[CH:32]=[C:31](B2OC(C)(C)C(C)(C)O2)[CH:30]=[C:29]([F:42])[C:28]=1[OH:43]. (5) Given the product [C:25]([O:24][C:23](=[O:29])[NH:22][C:18]1([C:15]2[CH:16]=[CH:17][C:12]([C:10]3[C:9]([C:30]4[CH:31]=[CH:32][CH:33]=[CH:34][CH:35]=4)=[CH:8][C:6]4[N:7]([C:39]5[CH:38]=[N:37][CH:42]=[CH:41][CH:40]=5)[S:2](=[O:1])(=[O:36])[CH2:3][O:4][C:5]=4[N:11]=3)=[CH:13][CH:14]=2)[CH2:21][CH2:20][CH2:19]1)([CH3:28])([CH3:27])[CH3:26], predict the reactants needed to synthesize it. The reactants are: [O:1]=[S:2]1(=[O:36])[NH:7][C:6]2[CH:8]=[C:9]([C:30]3[CH:35]=[CH:34][CH:33]=[CH:32][CH:31]=3)[C:10]([C:12]3[CH:17]=[CH:16][C:15]([C:18]4([NH:22][C:23](=[O:29])[O:24][C:25]([CH3:28])([CH3:27])[CH3:26])[CH2:21][CH2:20][CH2:19]4)=[CH:14][CH:13]=3)=[N:11][C:5]=2[O:4][CH2:3]1.[N:37]1[CH:42]=[CH:41][CH:40]=[C:39](B(O)O)[CH:38]=1.N1C=CC=CC=1. (6) Given the product [C:34]([O:33][C:31]([N:27]1[CH2:28][CH2:29][CH2:30][C:23]2([CH2:22][N:21]([CH2:38][C:39]3[C:40]([O:49][CH3:50])=[CH:41][C:42]([O:47][CH3:48])=[CH:43][C:44]=3[O:45][CH3:46])[C:20](=[O:51])[C:19]3[CH:18]=[C:17]([C:15]4[CH:14]=[CH:13][N:12]=[C:11]([NH:10][C:5]5[CH:6]=[CH:7][CH:8]=[CH:9][C:4]=5[NH2:1])[N:16]=4)[NH:25][C:24]2=3)[CH2:26]1)=[O:32])([CH3:37])([CH3:35])[CH3:36], predict the reactants needed to synthesize it. The reactants are: [N+:1]([C:4]1[CH:9]=[CH:8][CH:7]=[CH:6][C:5]=1[NH:10][C:11]1[N:16]=[C:15]([C:17]2[NH:25][C:24]3[C:23]4([CH2:30][CH2:29][CH2:28][N:27]([C:31]([O:33][C:34]([CH3:37])([CH3:36])[CH3:35])=[O:32])[CH2:26]4)[CH2:22][N:21]([CH2:38][C:39]4[C:44]([O:45][CH3:46])=[CH:43][C:42]([O:47][CH3:48])=[CH:41][C:40]=4[O:49][CH3:50])[C:20](=[O:51])[C:19]=3[CH:18]=2)[CH:14]=[CH:13][N:12]=1)([O-])=O.O.[Cl-].[NH4+]. (7) Given the product [Cl:1][C:2]1[CH:3]=[C:4]([C:8]2[N:9]=[C:10]([CH2:20][C:21]3[CH:22]=[CH:23][C:24]([CH2:27][CH2:28][OH:29])=[CH:25][CH:26]=3)[C:11]3[S:17](=[O:18])(=[O:19])[CH2:16][CH2:15][CH2:14][C:12]=3[N:13]=2)[CH:5]=[CH:6][CH:7]=1, predict the reactants needed to synthesize it. The reactants are: [Cl:1][C:2]1[CH:3]=[C:4]([C:8]2[N:9]=[C:10]([CH2:20][C:21]3[CH:26]=[CH:25][C:24]([CH2:27][C:28](OC)=[O:29])=[CH:23][CH:22]=3)[C:11]3[S:17](=[O:19])(=[O:18])[CH2:16][CH2:15][CH2:14][C:12]=3[N:13]=2)[CH:5]=[CH:6][CH:7]=1.CC(C[AlH]CC(C)C)C.